This data is from Peptide-MHC class II binding affinity with 134,281 pairs from IEDB. The task is: Regression. Given a peptide amino acid sequence and an MHC pseudo amino acid sequence, predict their binding affinity value. This is MHC class II binding data. (1) The peptide sequence is PAGFEPEMLRKKQITVL. The MHC is DRB5_0101 with pseudo-sequence DRB5_0101. The binding affinity (normalized) is 0.158. (2) The peptide sequence is AYAAQGYKVLVLNPSVAA. The MHC is DRB1_0101 with pseudo-sequence DRB1_0101. The binding affinity (normalized) is 0.808. (3) The peptide sequence is KDFTFVCPTEIVEFAKLAKQ. The MHC is HLA-DQA10301-DQB10302 with pseudo-sequence HLA-DQA10301-DQB10302. The binding affinity (normalized) is 0.275. (4) The peptide sequence is ATTEEQKLIEDVNAS. The MHC is DRB1_1602 with pseudo-sequence DRB1_1602. The binding affinity (normalized) is 0.159.